From a dataset of hERG potassium channel inhibition data for cardiac toxicity prediction from Karim et al.. Regression/Classification. Given a drug SMILES string, predict its toxicity properties. Task type varies by dataset: regression for continuous values (e.g., LD50, hERG inhibition percentage) or binary classification for toxic/non-toxic outcomes (e.g., AMES mutagenicity, cardiotoxicity, hepatotoxicity). Dataset: herg_karim. The drug is COc1ccc2c(c1)CC[C@@H]1[C@@H]2CC[C@]2(C)[C@@H](NCCCCCCN3C(=O)C=CC3=O)CC[C@@H]12. The result is 1 (blocker).